From a dataset of NCI-60 drug combinations with 297,098 pairs across 59 cell lines. Regression. Given two drug SMILES strings and cell line genomic features, predict the synergy score measuring deviation from expected non-interaction effect. (1) Drug 1: C1CC(=O)NC(=O)C1N2CC3=C(C2=O)C=CC=C3N. Drug 2: CCCCCOC(=O)NC1=NC(=O)N(C=C1F)C2C(C(C(O2)C)O)O. Cell line: MCF7. Synergy scores: CSS=2.25, Synergy_ZIP=-1.33, Synergy_Bliss=-1.07, Synergy_Loewe=-0.541, Synergy_HSA=-1.10. (2) Drug 2: C1=CC(=CC=C1CC(C(=O)O)N)N(CCCl)CCCl.Cl. Cell line: NCI-H522. Synergy scores: CSS=24.7, Synergy_ZIP=-7.00, Synergy_Bliss=-5.66, Synergy_Loewe=-2.91, Synergy_HSA=-0.311. Drug 1: C1=C(C(=O)NC(=O)N1)N(CCCl)CCCl. (3) Drug 1: C1CN1P(=S)(N2CC2)N3CC3. Drug 2: C1=CN(C(=O)N=C1N)C2C(C(C(O2)CO)O)O.Cl. Cell line: NCI-H322M. Synergy scores: CSS=6.96, Synergy_ZIP=-3.08, Synergy_Bliss=-0.112, Synergy_Loewe=-1.96, Synergy_HSA=-0.637. (4) Drug 1: CC1=C2C(C(=O)C3(C(CC4C(C3C(C(C2(C)C)(CC1OC(=O)C(C(C5=CC=CC=C5)NC(=O)OC(C)(C)C)O)O)OC(=O)C6=CC=CC=C6)(CO4)OC(=O)C)OC)C)OC. Drug 2: CCN(CC)CCCC(C)NC1=C2C=C(C=CC2=NC3=C1C=CC(=C3)Cl)OC. Cell line: M14. Synergy scores: CSS=53.1, Synergy_ZIP=5.23, Synergy_Bliss=7.33, Synergy_Loewe=-0.904, Synergy_HSA=8.24. (5) Cell line: BT-549. Synergy scores: CSS=4.68, Synergy_ZIP=0.539, Synergy_Bliss=2.02, Synergy_Loewe=2.62, Synergy_HSA=1.65. Drug 2: CCC1(CC2CC(C3=C(CCN(C2)C1)C4=CC=CC=C4N3)(C5=C(C=C6C(=C5)C78CCN9C7C(C=CC9)(C(C(C8N6C)(C(=O)OC)O)OC(=O)C)CC)OC)C(=O)OC)O.OS(=O)(=O)O. Drug 1: C1=NC2=C(N=C(N=C2N1C3C(C(C(O3)CO)O)F)Cl)N. (6) Drug 1: C1=CN(C=N1)CC(O)(P(=O)(O)O)P(=O)(O)O. Drug 2: CCN(CC)CCCC(C)NC1=C2C=C(C=CC2=NC3=C1C=CC(=C3)Cl)OC. Cell line: UACC-257. Synergy scores: CSS=0.469, Synergy_ZIP=-2.06, Synergy_Bliss=-4.33, Synergy_Loewe=-6.76, Synergy_HSA=-6.45. (7) Drug 2: C(CC(=O)O)C(=O)CN.Cl. Cell line: SN12C. Drug 1: CCC1(CC2CC(C3=C(CCN(C2)C1)C4=CC=CC=C4N3)(C5=C(C=C6C(=C5)C78CCN9C7C(C=CC9)(C(C(C8N6C)(C(=O)OC)O)OC(=O)C)CC)OC)C(=O)OC)O.OS(=O)(=O)O. Synergy scores: CSS=13.2, Synergy_ZIP=-2.91, Synergy_Bliss=-0.0398, Synergy_Loewe=1.20, Synergy_HSA=0.469. (8) Drug 1: CCN(CC)CCNC(=O)C1=C(NC(=C1C)C=C2C3=C(C=CC(=C3)F)NC2=O)C. Drug 2: C1CCC(C(C1)N)N.C(=O)(C(=O)[O-])[O-].[Pt+4]. Cell line: SNB-75. Synergy scores: CSS=-1.58, Synergy_ZIP=0.850, Synergy_Bliss=1.94, Synergy_Loewe=-2.21, Synergy_HSA=-1.15. (9) Drug 1: C1CCC(C1)C(CC#N)N2C=C(C=N2)C3=C4C=CNC4=NC=N3. Drug 2: CC1=C(C(=O)C2=C(C1=O)N3CC4C(C3(C2COC(=O)N)OC)N4)N. Cell line: RXF 393. Synergy scores: CSS=7.34, Synergy_ZIP=1.48, Synergy_Bliss=11.8, Synergy_Loewe=8.60, Synergy_HSA=8.51.